From a dataset of Catalyst prediction with 721,799 reactions and 888 catalyst types from USPTO. Predict which catalyst facilitates the given reaction. (1) Reactant: [CH3:1][N:2]([CH2:4][C:5]1[CH:6]=[C:7]([C:11]2[NH:40][C:14]3=[N:15][CH:16]=[CH:17][C:18]([C:19]4[C:20]([C:28]5[CH:33]=[CH:32][C:31]([NH:34][C:35](=[O:39])[N:36]([CH3:38])[CH3:37])=[CH:30][CH:29]=5)=[N:21][N:22]([CH2:24][CH2:25][NH:26][CH3:27])[CH:23]=4)=[C:13]3[CH:12]=2)[CH:8]=[CH:9][CH:10]=1)[CH3:3].[OH-].[Na+].CC(O[C:47]([CH3:49])=[O:48])=O. Product: [CH3:37][N:36]([CH3:38])[C:35]([NH:34][C:31]1[CH:30]=[CH:29][C:28]([C:20]2[C:19]([C:18]3[CH:17]=[CH:16][N:15]=[C:14]4[NH:40][C:11]([C:7]5[CH:8]=[CH:9][CH:10]=[C:5]([CH2:4][N:2]([CH3:1])[CH3:3])[CH:6]=5)=[CH:12][C:13]=34)=[CH:23][N:22]([CH2:24][CH2:25][N:26]([CH3:27])[C:47](=[O:48])[CH3:49])[N:21]=2)=[CH:33][CH:32]=1)=[O:39]. The catalyst class is: 24. (2) Reactant: [NH2:1][C:2]1[C:7]([O:8][CH3:9])=[C:6]([C:10]([O:12]C)=[O:11])[N:5]=[C:4]([C:14]2[CH:15]=[N:16][C:17]([O:20][CH3:21])=[CH:18][CH:19]=2)[C:3]=1[F:22].O.O.[OH-].[Li+]. Product: [NH2:1][C:2]1[C:7]([O:8][CH3:9])=[C:6]([C:10]([OH:12])=[O:11])[N:5]=[C:4]([C:14]2[CH:15]=[N:16][C:17]([O:20][CH3:21])=[CH:18][CH:19]=2)[C:3]=1[F:22]. The catalyst class is: 36. (3) Reactant: Cl[C:2]1[CH:7]=[CH:6][N:5]=[CH:4][C:3]=1[NH:8][C:9]1[N:13]2[N:14]=[C:15]([C:18]3[C:23]([F:24])=[CH:22][CH:21]=[CH:20][C:19]=3[F:25])[CH:16]=[CH:17][C:12]2=[CH:11][N:10]=1.CC1(C)C(C)(C)OB([C:34]2[CH:35]=[C:36]([CH:38]=[CH:39][CH:40]=2)[NH2:37])O1.P([O-])([O-])([O-])=O.[K+].[K+].[K+]. Product: [NH2:37][C:36]1[CH:35]=[C:34]([C:2]2[CH:7]=[CH:6][N:5]=[CH:4][C:3]=2[NH:8][C:9]2[N:13]3[N:14]=[C:15]([C:18]4[C:23]([F:24])=[CH:22][CH:21]=[CH:20][C:19]=4[F:25])[CH:16]=[CH:17][C:12]3=[CH:11][N:10]=2)[CH:40]=[CH:39][CH:38]=1. The catalyst class is: 70. (4) Reactant: Br[C:2]1[CH:7]=[CH:6][C:5]([CH3:8])=[CH:4][C:3]=1[C:9]([OH:14])([CH2:12][CH3:13])[CH2:10][CH3:11].[Li]CCCC.[B:20](OC)(OC)[O:21]C.CC(=O)OCC. Product: [CH2:10]([C:9]1([CH2:12][CH3:13])[O:14][B:20]([OH:21])[C:2]2[CH:7]=[CH:6][C:5]([CH3:8])=[CH:4][C:3]1=2)[CH3:11]. The catalyst class is: 1.